This data is from Catalyst prediction with 721,799 reactions and 888 catalyst types from USPTO. The task is: Predict which catalyst facilitates the given reaction. (1) Reactant: [Cl:1][C:2]1[S:6][C:5]([C:7]([NH:9][C:10]2[CH:18]=[CH:17][CH:16]=[C:15]3[C:11]=2[C:12](=[O:32])[N:13]([CH2:20][C:21]2[CH:26]=[CH:25][C:24]([CH2:27][C:28](SC)=[NH:29])=[CH:23][CH:22]=2)[C:14]3=[O:19])=[O:8])=[CH:4][CH:3]=1.[CH2:33]([NH2:36])[CH2:34]N.[C:37](O)(=O)C. Product: [Cl:1][C:2]1[S:6][C:5]([C:7]([NH:9][C:10]2[CH:18]=[CH:17][CH:16]=[C:15]3[C:11]=2[C:12](=[O:32])[N:13]([CH2:20][C:21]2[CH:26]=[CH:25][C:24]([CH2:27][C:28](=[NH:29])[NH:36][CH2:33][CH2:34][CH3:37])=[CH:23][CH:22]=2)[C:14]3=[O:19])=[O:8])=[CH:4][CH:3]=1. The catalyst class is: 100. (2) Reactant: [Br:1][C:2]1[CH:7]=[CH:6][C:5]([CH2:8][C:9]([O:11][CH3:12])=[O:10])=[CH:4][CH:3]=1.[CH3:13][Si]([N-][Si](C)(C)C)(C)C.[Na+].IC. Product: [Br:1][C:2]1[CH:3]=[CH:4][C:5]([CH:8]([CH3:13])[C:9]([O:11][CH3:12])=[O:10])=[CH:6][CH:7]=1. The catalyst class is: 1. (3) Reactant: [Cl:1][C:2]1[CH:7]=[C:6](Cl)[N:5]=[CH:4][N:3]=1.[CH3:9][S-:10].[Na+].[Cl-].[NH4+]. Product: [Cl:1][C:2]1[CH:7]=[C:6]([S:10][CH3:9])[N:5]=[CH:4][N:3]=1. The catalyst class is: 8.